Dataset: Full USPTO retrosynthesis dataset with 1.9M reactions from patents (1976-2016). Task: Predict the reactants needed to synthesize the given product. (1) Given the product [CH3:1][O:2][C:3]1[CH:8]=[CH:7][CH:6]=[CH:5][C:4]=1[S:9][CH2:10][C@@H:11]([CH3:16])[C:12]([OH:14])=[O:13], predict the reactants needed to synthesize it. The reactants are: [CH3:1][O:2][C:3]1[CH:8]=[CH:7][CH:6]=[CH:5][C:4]=1[S:9][CH2:10][C@@H:11]([CH3:16])[C:12]([O:14]C)=[O:13].C1COCC1.O[Li].O. (2) The reactants are: [C:1]([Si:5]([CH3:36])([CH3:35])[O:6][C:7]1[CH:24]=[CH:23][C:22]2[C@:21]3([CH:25]=[CH2:26])[C@H:12]([C@H:13]4[C@@:17]([CH2:19][CH2:20]3)([CH3:18])[CH2:16][C@H:15]([O:27][Si](C(C)(C)C)(C)C)[CH2:14]4)[CH2:11][CH2:10][C:9]=2[CH:8]=1)([CH3:4])([CH3:3])[CH3:2].B(F)(F)F.CCOCC.C(=O)([O-])O.[Na+]. Given the product [Si:5]([O:6][C:7]1[CH:24]=[CH:23][C:22]2[C@:21]3([CH:25]=[CH2:26])[C@H:12]([C@H:13]4[C@@:17]([CH2:19][CH2:20]3)([CH3:18])[CH2:16][C@H:15]([OH:27])[CH2:14]4)[CH2:11][CH2:10][C:9]=2[CH:8]=1)([C:1]([CH3:4])([CH3:3])[CH3:2])([CH3:36])[CH3:35], predict the reactants needed to synthesize it. (3) Given the product [C:25]([O:24][C:22]([N:8]1[CH2:9][CH2:10][C:11]2[NH:12][C:13](=[O:15])[N:33]([O:42][CH3:41])[C:4](=[O:5])[C:6]=2[CH2:7]1)=[O:23])([CH3:26])([CH3:27])[CH3:28], predict the reactants needed to synthesize it. The reactants are: C(O[C:4]([C:6]1[CH2:7][N:8]([C:22]([O:24][C:25]([CH3:28])([CH3:27])[CH3:26])=[O:23])[CH2:9][CH2:10][C:11]=1[NH:12][C:13]([O:15]C1C=CC=CC=1)=O)=[O:5])C.C1CCN2C(=[N:33]CCC2)CC1.N[C:41](N)=[O:42].[OH-].[Na+].Cl.